This data is from NCI-60 drug combinations with 297,098 pairs across 59 cell lines. The task is: Regression. Given two drug SMILES strings and cell line genomic features, predict the synergy score measuring deviation from expected non-interaction effect. (1) Drug 1: C1=CC(=CC=C1CC(C(=O)O)N)N(CCCl)CCCl.Cl. Drug 2: CC1=C(C=C(C=C1)NC(=O)C2=CC=C(C=C2)CN3CCN(CC3)C)NC4=NC=CC(=N4)C5=CN=CC=C5. Cell line: UO-31. Synergy scores: CSS=6.56, Synergy_ZIP=-0.336, Synergy_Bliss=4.53, Synergy_Loewe=0.241, Synergy_HSA=2.23. (2) Drug 1: CC1=C(N=C(N=C1N)C(CC(=O)N)NCC(C(=O)N)N)C(=O)NC(C(C2=CN=CN2)OC3C(C(C(C(O3)CO)O)O)OC4C(C(C(C(O4)CO)O)OC(=O)N)O)C(=O)NC(C)C(C(C)C(=O)NC(C(C)O)C(=O)NCCC5=NC(=CS5)C6=NC(=CS6)C(=O)NCCC[S+](C)C)O. Cell line: OVCAR-5. Drug 2: C1CN(CCN1C(=O)CCBr)C(=O)CCBr. Synergy scores: CSS=25.2, Synergy_ZIP=-7.88, Synergy_Bliss=-3.14, Synergy_Loewe=-1.36, Synergy_HSA=0.0365. (3) Drug 1: CCC1=C2CN3C(=CC4=C(C3=O)COC(=O)C4(CC)O)C2=NC5=C1C=C(C=C5)O. Drug 2: CC(C)(C#N)C1=CC(=CC(=C1)CN2C=NC=N2)C(C)(C)C#N. Cell line: SK-MEL-28. Synergy scores: CSS=1.52, Synergy_ZIP=-1.75, Synergy_Bliss=-1.69, Synergy_Loewe=0.767, Synergy_HSA=-0.578.